From a dataset of Full USPTO retrosynthesis dataset with 1.9M reactions from patents (1976-2016). Predict the reactants needed to synthesize the given product. (1) Given the product [Br:1][CH2:2][CH2:3][CH2:4][CH2:5][CH2:6][CH2:7][CH2:8][CH2:9][CH2:10][CH2:11][CH2:12][CH2:13][P:14](=[O:15])([OH:21])[OH:18], predict the reactants needed to synthesize it. The reactants are: [Br:1][CH2:2][CH2:3][CH2:4][CH2:5][CH2:6][CH2:7][CH2:8][CH2:9][CH2:10][CH2:11][CH2:12][CH2:13][P:14](=[O:21])([O:18]CC)[O:15]CC.[Si](Br)(C)(C)C. (2) Given the product [OH:1][C:2]([CH3:34])([CH3:35])[CH2:3][C@@:4]1([C:28]2[CH:33]=[CH:32][CH:31]=[CH:30][CH:29]=2)[O:9][C:8](=[O:10])[N:7]([C@H:11]([C:13]2[CH:14]=[CH:15][C:16]([C:37]3[CH:42]=[CH:41][N:40]=[CH:39][N:38]=3)=[CH:17][CH:18]=2)[CH3:12])[CH2:6][CH2:5]1, predict the reactants needed to synthesize it. The reactants are: [OH:1][C:2]([CH3:35])([CH3:34])[CH2:3][C@@:4]1([C:28]2[CH:33]=[CH:32][CH:31]=[CH:30][CH:29]=2)[O:9][C:8](=[O:10])[N:7]([C@H:11]([C:13]2[CH:18]=[CH:17][C:16](B3OC(C)(C)C(C)(C)O3)=[CH:15][CH:14]=2)[CH3:12])[CH2:6][CH2:5]1.Cl[C:37]1[CH:42]=[CH:41][N:40]=[CH:39][N:38]=1. (3) Given the product [F:30][C:2]1([F:1])[CH2:7][CH2:6][N:5]([C:8]([C:10]2[N:11]([C:37]3[CH:38]=[C:33]([CH:34]=[CH:35][CH:36]=3)[C:31]#[N:32])[C:12]3[C:17]([CH:18]=2)=[CH:16][C:15]([C:19]([N:21]2[CH2:22][CH2:23][N:24]([CH:27]([CH3:28])[CH3:29])[CH2:25][CH2:26]2)=[O:20])=[CH:14][CH:13]=3)=[O:9])[CH2:4][CH2:3]1, predict the reactants needed to synthesize it. The reactants are: [F:1][C:2]1([F:30])[CH2:7][CH2:6][N:5]([C:8]([C:10]2[NH:11][C:12]3[C:17]([CH:18]=2)=[CH:16][C:15]([C:19]([N:21]2[CH2:26][CH2:25][N:24]([CH:27]([CH3:29])[CH3:28])[CH2:23][CH2:22]2)=[O:20])=[CH:14][CH:13]=3)=[O:9])[CH2:4][CH2:3]1.[C:31]([C:33]1[CH:34]=[C:35](B(O)O)[CH:36]=[CH:37][CH:38]=1)#[N:32].N1C=CC=CC=1. (4) Given the product [CH2:28]([O:12][C:11]([C:7]1[CH:8]=[CH:9][C:10]2[C:5](=[CH:4][CH:3]=[C:2]([C:14]([O:16][CH2:36][C:23]3[CH:22]=[CH:21][CH:20]=[CH:19][CH:18]=3)=[O:15])[CH:1]=2)[CH:6]=1)=[O:13])[C:29]1[CH:34]=[CH:33][CH:32]=[CH:31][CH:30]=1, predict the reactants needed to synthesize it. The reactants are: [CH:1]1[C:10]2[C:5](=[CH:6][C:7]([C:11]([OH:13])=[O:12])=[CH:8][CH:9]=2)[CH:4]=[CH:3][C:2]=1[C:14]([OH:16])=[O:15].N12CCCN=[C:23]1[CH2:22][CH2:21][CH2:20][CH2:19][CH2:18]2.[CH2:28](Br)[C:29]1[CH:34]=[CH:33][CH:32]=[CH:31][CH:30]=1.[CH3:36]CN(CC)CC. (5) Given the product [C:12]([O:11][C:9](=[O:10])[N:24]([S:25]([CH3:28])(=[O:27])=[O:26])[C@@H:22]([C:16]1[CH:21]=[CH:20][CH:19]=[CH:18][CH:17]=1)[CH3:23])([CH3:13])([CH3:14])[CH3:15], predict the reactants needed to synthesize it. The reactants are: [CH3:13][C:12]([O:11][C:9](O[C:9]([O:11][C:12]([CH3:15])([CH3:14])[CH3:13])=[O:10])=[O:10])([CH3:15])[CH3:14].[C:16]1([C@H:22]([NH:24][S:25]([CH:28]=CC2C3CCCCC=3N(CC3C=CC=CC=3)N=2)(=[O:27])=[O:26])[CH3:23])[CH:21]=[CH:20][CH:19]=[CH:18][CH:17]=1. (6) Given the product [N:38]1([C:27]2[N:26]=[C:25]([NH:24][CH2:23][C:20]3[CH:19]=[CH:18][C:17]([NH:16][C:14]([CH:11]4[CH2:10][CH2:9][N:8]([CH2:1][C:2]5[CH:7]=[CH:6][CH:5]=[CH:4][CH:3]=5)[CH2:13][CH2:12]4)=[O:15])=[CH:22][CH:21]=3)[C:34]3[C:29](=[CH:30][CH:31]=[C:32]([CH3:35])[CH:33]=3)[N:28]=2)[CH2:41][CH2:40][CH2:39]1, predict the reactants needed to synthesize it. The reactants are: [CH2:1]([N:8]1[CH2:13][CH2:12][CH:11]([C:14]([NH:16][C:17]2[CH:22]=[CH:21][C:20]([CH2:23][NH:24][C:25]3[C:34]4[C:29](=[CH:30][CH:31]=[C:32]([CH3:35])[CH:33]=4)[N:28]=[C:27](Cl)[N:26]=3)=[CH:19][CH:18]=2)=[O:15])[CH2:10][CH2:9]1)[C:2]1[CH:7]=[CH:6][CH:5]=[CH:4][CH:3]=1.Cl.[NH:38]1[CH2:41][CH2:40][CH2:39]1. (7) The reactants are: [NH2:1][C:2]1[C:3]2[N:4]([C:8]([C@@H:12]3[CH2:17][CH2:16][CH2:15][N:14]([C:18]([O:20][CH2:21][C:22]4[CH:27]=[CH:26][CH:25]=[CH:24][CH:23]=4)=[O:19])[CH2:13]3)=[N:9][C:10]=2[Br:11])[CH:5]=[CH:6][N:7]=1.CC1(C)C2C=CC=CC=2I([C:38]([F:41])([F:40])[F:39])O1.Cl[Si]([Si](C)(C)C)([Si](C)(C)C)[Si](C)(C)C. Given the product [NH2:1][C:2]1[C:3]2[N:4]([C:8]([C@@H:12]3[CH2:17][CH2:16][CH2:15][N:14]([C:18]([O:20][CH2:21][C:22]4[CH:27]=[CH:26][CH:25]=[CH:24][CH:23]=4)=[O:19])[CH2:13]3)=[N:9][C:10]=2[Br:11])[C:5]([C:38]([F:41])([F:40])[F:39])=[CH:6][N:7]=1, predict the reactants needed to synthesize it. (8) The reactants are: CC(C)([O-])C.[K+].[CH:7]1([CH2:13][OH:14])[CH2:12][CH2:11][CH2:10][CH2:9][CH2:8]1.Br[CH2:16][C:17]1[CH:26]=[CH:25][C:24]([Cl:27])=[CH:23][C:18]=1[C:19]([O:21]C)=[O:20].Cl. Given the product [Cl:27][C:24]1[CH:25]=[CH:26][C:17]([CH2:16][O:14][CH2:13][CH:7]2[CH2:12][CH2:11][CH2:10][CH2:9][CH2:8]2)=[C:18]([CH:23]=1)[C:19]([OH:21])=[O:20], predict the reactants needed to synthesize it. (9) Given the product [Br:19][C:20]1[N:24]=[C:23]([O:1][CH2:2][C:3]2[C:8]([CH3:9])=[CH:7][CH:6]=[CH:5][C:4]=2[N:10]2[C:14](=[O:15])[N:13]([CH3:16])[N:12]=[N:11]2)[S:22][N:21]=1, predict the reactants needed to synthesize it. The reactants are: [OH:1][CH2:2][C:3]1[C:8]([CH3:9])=[CH:7][CH:6]=[CH:5][C:4]=1[N:10]1[C:14](=[O:15])[N:13]([CH3:16])[N:12]=[N:11]1.[H-].[Na+].[Br:19][C:20]1[N:24]=[C:23](Cl)[S:22][N:21]=1.C(=O)(O)[O-].[Na+]. (10) Given the product [Br:30][C:13]1[C:8]([O:7][CH2:6][CH:1]2[CH2:2][CH2:3][CH2:4][CH2:5]2)=[N:9][CH:10]=[C:11]([CH2:14][CH2:15][C:16]([O:18][CH2:19][CH3:20])=[O:17])[CH:12]=1, predict the reactants needed to synthesize it. The reactants are: [CH:1]1([CH2:6][O:7][C:8]2[CH:13]=[CH:12][C:11]([CH2:14][CH2:15][C:16]([O:18][CH2:19][CH3:20])=[O:17])=[CH:10][N:9]=2)[CH2:5][CH2:4][CH2:3][CH2:2]1.BrBr.C1C(=O)N([Br:30])C(=O)C1.